This data is from Peptide-MHC class I binding affinity with 185,985 pairs from IEDB/IMGT. The task is: Regression. Given a peptide amino acid sequence and an MHC pseudo amino acid sequence, predict their binding affinity value. This is MHC class I binding data. (1) The peptide sequence is RTVKYPNL. The MHC is H-2-Kb with pseudo-sequence H-2-Kb. The binding affinity (normalized) is 0.788. (2) The peptide sequence is RLLIWAYLSK. The MHC is HLA-B53:01 with pseudo-sequence HLA-B53:01. The binding affinity (normalized) is 0.145. (3) The peptide sequence is FLLTRILTI. The MHC is HLA-A11:01 with pseudo-sequence HLA-A11:01. The binding affinity (normalized) is 0. (4) The peptide sequence is GYSLVGIDPF. The MHC is HLA-A24:02 with pseudo-sequence HLA-A24:02. The binding affinity (normalized) is 0.547. (5) The peptide sequence is GLQGIYVLV. The MHC is HLA-B15:01 with pseudo-sequence HLA-B15:01. The binding affinity (normalized) is 0.213. (6) The peptide sequence is RLQTYLTDI. The MHC is HLA-A02:01 with pseudo-sequence HLA-A02:01. The binding affinity (normalized) is 0.379. (7) The peptide sequence is AELLNIPFLY. The MHC is HLA-A29:02 with pseudo-sequence HLA-A29:02. The binding affinity (normalized) is 0.567. (8) The peptide sequence is KHFPERQEL. The MHC is Mamu-B17 with pseudo-sequence Mamu-B17. The binding affinity (normalized) is 0.362.